Dataset: NCI-60 drug combinations with 297,098 pairs across 59 cell lines. Task: Regression. Given two drug SMILES strings and cell line genomic features, predict the synergy score measuring deviation from expected non-interaction effect. Cell line: COLO 205. Synergy scores: CSS=39.5, Synergy_ZIP=-0.595, Synergy_Bliss=-2.48, Synergy_Loewe=-34.6, Synergy_HSA=-2.61. Drug 2: CN(C(=O)NC(C=O)C(C(C(CO)O)O)O)N=O. Drug 1: C1C(C(OC1N2C=NC3=C(N=C(N=C32)Cl)N)CO)O.